From a dataset of Full USPTO retrosynthesis dataset with 1.9M reactions from patents (1976-2016). Predict the reactants needed to synthesize the given product. (1) Given the product [CH:9]1([C:14]([N:16]2[CH2:21][CH:20]([C:22]3[CH:23]=[CH:24][C:25]([O:28][C:29]([F:31])([F:32])[F:30])=[CH:26][CH:27]=3)[CH2:19][CH:18]([C:33]([OH:35])=[O:34])[CH2:17]2)=[O:15])[CH2:13][CH2:12][CH2:11][CH2:10]1, predict the reactants needed to synthesize it. The reactants are: O1CCOCC1.[OH-].[Li+].[CH:9]1([C:14]([N:16]2[CH2:21][CH:20]([C:22]3[CH:27]=[CH:26][C:25]([O:28][C:29]([F:32])([F:31])[F:30])=[CH:24][CH:23]=3)[CH2:19][CH:18]([C:33]([O:35]CC)=[O:34])[CH2:17]2)=[O:15])[CH2:13][CH2:12][CH2:11][CH2:10]1. (2) The reactants are: Br[C:2]1[CH:7]=[CH:6][C:5]([Br:8])=[CH:4][N:3]=1.[Cu][C:10]#[N:11]. Given the product [Br:8][C:5]1[CH:6]=[CH:7][C:2]([C:10]#[N:11])=[N:3][CH:4]=1, predict the reactants needed to synthesize it. (3) Given the product [Cl:13][C:11]1[CH:10]=[CH:9][C:7]2[N:8]=[C:4]([CH2:3][NH2:1])[O:5][C:6]=2[CH:12]=1, predict the reactants needed to synthesize it. The reactants are: [NH3:1].Br[CH2:3][C:4]1[O:5][C:6]2[CH:12]=[C:11]([Cl:13])[CH:10]=[CH:9][C:7]=2[N:8]=1. (4) Given the product [F:15][C:3]1[CH:4]=[C:5]([N:8]2[CH:13]=[CH:12][CH:11]=[CH:10][C:9]2=[O:14])[CH:6]=[CH:7][C:2]=1[NH:1][C:22](=[O:26])[C:23]([CH3:25])=[CH2:24], predict the reactants needed to synthesize it. The reactants are: [NH2:1][C:2]1[CH:7]=[CH:6][C:5]([N:8]2[CH:13]=[CH:12][CH:11]=[CH:10][C:9]2=[O:14])=[CH:4][C:3]=1[F:15].C(=O)([O-])[O-].[K+].[K+].[C:22](Cl)(=[O:26])[C:23]([CH3:25])=[CH2:24]. (5) Given the product [N:1]1[CH:6]=[CH:5][CH:4]=[CH:3][C:2]=1[CH2:7][N:8]1[C:16]2[C:11](=[CH:12][C:13]([NH:17][C:18]3[C:27]4[C:22](=[CH:23][CH:24]=[CH:25][C:26]=4[O:28][C@H:30]([CH3:35])[C:31]([O:33][CH3:34])=[O:32])[N:21]=[CH:20][N:19]=3)=[CH:14][CH:15]=2)[CH:10]=[N:9]1, predict the reactants needed to synthesize it. The reactants are: [N:1]1[CH:6]=[CH:5][CH:4]=[CH:3][C:2]=1[CH2:7][N:8]1[C:16]2[C:11](=[CH:12][C:13]([NH:17][C:18]3[C:27]4[C:26]([OH:28])=[CH:25][CH:24]=[CH:23][C:22]=4[N:21]=[CH:20][N:19]=3)=[CH:14][CH:15]=2)[CH:10]=[N:9]1.O[C@@H:30]([CH3:35])[C:31]([O:33][CH3:34])=[O:32].C1(P(C2C=CC=CC=2)C2C=CC=CC=2)C=CC=CC=1. (6) Given the product [Br:6][C:7]1[C:8]([CH:17]([F:19])[F:18])=[CH:9][C:10]([N+:14]([O-:16])=[O:15])=[C:11]([N:2]([CH3:1])[CH2:3][CH2:4][OH:5])[CH:12]=1, predict the reactants needed to synthesize it. The reactants are: [CH3:1][NH:2][CH2:3][CH2:4][OH:5].[Br:6][C:7]1[CH:12]=[C:11](F)[C:10]([N+:14]([O-:16])=[O:15])=[CH:9][C:8]=1[CH:17]([F:19])[F:18].C(N(CC)C(C)C)(C)C.O. (7) The reactants are: [H-].[Na+].[Cl:3][C:4]1[CH:9]=[C:8]([NH:10][C:11]2[CH:16]=[CH:15][CH:14]=[C:13]([F:17])[C:12]=2[F:18])[N:7]=[CH:6][N:5]=1.Br[CH2:20][C:21]#[N:22].[Cl-].[NH4+]. Given the product [Cl:3][C:4]1[CH:9]=[C:8]([N:10]([CH2:20][C:21]#[N:22])[C:11]2[CH:16]=[CH:15][CH:14]=[C:13]([F:17])[C:12]=2[F:18])[N:7]=[CH:6][N:5]=1, predict the reactants needed to synthesize it. (8) Given the product [N:25]1[CH:30]=[CH:29][CH:28]=[CH:27][C:26]=1[NH:31][C:32]([N:15]1[C@@H:16]2[CH2:21][N:20]([CH2:19][CH2:18][CH2:17]2)[C:13]2[CH:12]=[CH:11][C:10]([N:6]3[CH2:7][CH2:8][CH2:9][C@H:5]3[C:4]([F:3])([F:23])[F:24])=[N:22][C:14]1=2)=[O:42], predict the reactants needed to synthesize it. The reactants are: [H-].[Na+].[F:3][C:4]([F:24])([F:23])[C@@H:5]1[CH2:9][CH2:8][CH2:7][N:6]1[C:10]1[CH:11]=[CH:12][C:13]2[N:20]3[CH2:21][C@H:16]([CH2:17][CH2:18][CH2:19]3)[NH:15][C:14]=2[N:22]=1.[N:25]1[CH:30]=[CH:29][CH:28]=[CH:27][C:26]=1[N:31]1C(=O)N2C=CC=CC2=N[C:32]1=[O:42].